From a dataset of Full USPTO retrosynthesis dataset with 1.9M reactions from patents (1976-2016). Predict the reactants needed to synthesize the given product. (1) Given the product [CH3:47][S:44]([CH2:43][CH2:42][CH2:41][O:40][C:35]1[CH:36]=[CH:37][CH:38]=[C:39]2[C:34]=1[NH:33][N:32]=[C:31]2[C:29]1[CH:28]=[CH:27][N:26]=[C:25]([NH:10][CH:11]2[CH2:16][CH2:15][CH:14]([NH:17][S:18]([CH3:21])(=[O:20])=[O:19])[CH2:13][CH2:12]2)[N:30]=1)(=[O:46])=[O:45], predict the reactants needed to synthesize it. The reactants are: CCN(C(C)C)C(C)C.[NH2:10][CH:11]1[CH2:16][CH2:15][CH:14]([NH:17][S:18]([CH3:21])(=[O:20])=[O:19])[CH2:13][CH2:12]1.CS([C:25]1[N:30]=[C:29]([C:31]2[C:39]3[C:34](=[C:35]([O:40][CH2:41][CH2:42][CH2:43][S:44]([CH3:47])(=[O:46])=[O:45])[CH:36]=[CH:37][CH:38]=3)[NH:33][N:32]=2)[CH:28]=[CH:27][N:26]=1)=O.O. (2) Given the product [CH3:1][O:2][C:3]1[C:4]([CH:9]=[O:10])=[N:5][CH:6]=[CH:7][N:8]=1, predict the reactants needed to synthesize it. The reactants are: [CH3:1][O:2][C:3]1[C:4]([C:9](OC)=[O:10])=[N:5][CH:6]=[CH:7][N:8]=1.[H-].C([Al+]CC(C)C)C(C)C. (3) Given the product [CH2:35]1[C:39]2([CH2:43][CH2:42][N:41]([CH2:23][C:22]3[CH:21]=[CH:20][C:19]([O:18][CH:16]4[CH2:15][N:14]([C:12]([C:10]5[O:11][C:7]([C:1]6[CH:6]=[CH:5][CH:4]=[CH:3][CH:2]=6)=[N:8][N:9]=5)=[O:13])[CH2:17]4)=[CH:26][CH:25]=3)[CH2:40]2)[CH2:38][CH2:37][O:36]1, predict the reactants needed to synthesize it. The reactants are: [C:1]1([C:7]2[O:11][C:10]([C:12]([N:14]3[CH2:17][CH:16]([O:18][C:19]4[CH:26]=[CH:25][C:22]([CH:23]=O)=[CH:21][CH:20]=4)[CH2:15]3)=[O:13])=[N:9][N:8]=2)[CH:6]=[CH:5][CH:4]=[CH:3][CH:2]=1.C(N(CC)CC)C.Cl.[CH2:35]1[C:39]2([CH2:43][CH2:42][NH:41][CH2:40]2)[CH2:38][CH2:37][O:36]1.[Na].C([O-])(O)=O.[Na+]. (4) Given the product [CH3:17][O:16][C:4]1[CH:3]=[C:2]([CH2:18][CH:19]([CH3:21])[CH3:20])[C:10]2[N:9]3[CH2:11][CH2:12][NH:13][C:14](=[O:15])[C:8]3=[CH:7][C:6]=2[CH:5]=1, predict the reactants needed to synthesize it. The reactants are: Br[C:2]1[C:10]2[N:9]3[CH2:11][CH2:12][NH:13][C:14](=[O:15])[C:8]3=[CH:7][C:6]=2[CH:5]=[C:4]([O:16][CH3:17])[CH:3]=1.[CH2:18](B(O)O)[CH:19]([CH3:21])[CH3:20]. (5) Given the product [CH2:20]([O:19][C:16]1[CH:17]=[CH:18][C:13]([C:2]2[CH:3]=[C:4]3[C:8](=[CH:9][CH:10]=2)[NH:7][CH:6]=[CH:5]3)=[CH:14][CH:15]=1)[C:21]1[CH:26]=[CH:25][CH:24]=[CH:23][CH:22]=1, predict the reactants needed to synthesize it. The reactants are: Br[C:2]1[CH:3]=[C:4]2[C:8](=[CH:9][CH:10]=1)[NH:7][CH:6]=[CH:5]2.B([O-])([O-])O[C:13]1[CH:18]=[CH:17][C:16]([O:19][CH2:20][C:21]2[CH:26]=[CH:25][CH:24]=[CH:23][CH:22]=2)=[CH:15][CH:14]=1.C(=O)([O-])[O-].[Na+].[Na+].C1(C)C=CC=CC=1. (6) The reactants are: [CH2:1]([O:3][C:4]([C:6]1[S:10][CH:9]=[N:8][C:7]=1[NH2:11])=[O:5])[CH3:2].[N:12]([O-])=O.[Na+]. Given the product [CH2:1]([O:3][C:4]([C:6]1[S:10][CH:9]=[N:8][C:7]=1[NH:11][NH2:12])=[O:5])[CH3:2], predict the reactants needed to synthesize it. (7) Given the product [CH3:26][N:24]1[CH:25]=[C:21]([C:50]2[N:44]3[C:45]([CH:46]=[N:47][C:42]([NH:41][C:38]4[CH:39]=[CH:40][C:35]([N:32]5[CH2:33][CH2:34][N:29]([CH3:28])[CH2:30][CH2:31]5)=[CH:36][CH:37]=4)=[N:43]3)=[CH:48][CH:49]=2)[N:22]=[C:23]1[CH3:27], predict the reactants needed to synthesize it. The reactants are: C1(P(C2C=CC=CC=2)C2C=CC=CC=2)C=CC=CC=1.Br[C:21]1[N:22]=[C:23]([CH3:27])[N:24]([CH3:26])[CH:25]=1.[CH3:28][N:29]1[CH2:34][CH2:33][N:32]([C:35]2[CH:40]=[CH:39][C:38]([NH:41][C:42]3[N:47]=[CH:46][C:45]4=[CH:48][CH:49]=[C:50](B5OC(C)(C)C(C)(C)O5)[N:44]4[N:43]=3)=[CH:37][CH:36]=2)[CH2:31][CH2:30]1.C(=O)([O-])[O-].[Na+].[Na+].O. (8) Given the product [I:1][C:2]1[CH:3]=[CH:4][C:5]2[N:6]([N:10]=[CH:9][N:8]=2)[CH:7]=1, predict the reactants needed to synthesize it. The reactants are: [I:1][C:2]1[CH:3]=[CH:4][C:5]([N:8]=[CH:9][N:10](C)C)=[N:6][CH:7]=1.N1C=CC=CC=1.NOS(O)(=O)=O. (9) Given the product [Cl:1][C:2]1[CH:3]=[C:4]([NH:9][C:10]2[C:19]3[C:14](=[CH:15][C:16]([O:21][CH3:22])=[C:17]([O:20][CH2:24][CH2:25][CH2:26][N:27]4[CH2:32][CH2:31][CH:30]5[CH2:33][O:34][CH2:35][CH:29]5[CH2:28]4)[CH:18]=3)[N:13]=[CH:12][N:11]=2)[CH:5]=[CH:6][C:7]=1[F:8], predict the reactants needed to synthesize it. The reactants are: [Cl:1][C:2]1[CH:3]=[C:4]([NH:9][C:10]2[C:19]3[C:14](=[CH:15][C:16]([O:21][CH3:22])=[C:17]([OH:20])[CH:18]=3)[N:13]=[CH:12][N:11]=2)[CH:5]=[CH:6][C:7]=1[F:8].Br[CH2:24][CH2:25][CH2:26][N:27]1[CH2:32][CH2:31][CH:30]2[CH2:33][O:34][CH2:35][CH:29]2[CH2:28]1.C([O-])([O-])=O.[K+].[K+].C(Cl)Cl. (10) Given the product [Cl:1][C:2]1[CH:9]=[C:8]([O:10][CH2:13][CH2:14][OH:15])[CH:7]=[C:6]([Cl:11])[C:3]=1[CH:4]=[O:5], predict the reactants needed to synthesize it. The reactants are: [Cl:1][C:2]1[CH:9]=[C:8]([OH:10])[CH:7]=[C:6]([Cl:11])[C:3]=1[CH:4]=[O:5].Br[CH2:13][CH2:14][OH:15].CN(C)C=O.